From a dataset of Full USPTO retrosynthesis dataset with 1.9M reactions from patents (1976-2016). Predict the reactants needed to synthesize the given product. (1) Given the product [CH2:27]([N:34]1[CH2:39][CH2:38][CH:37]([CH2:40][CH2:41][NH:42][C:12](=[O:14])[CH2:11][C:5]2[C:4]3[C:8](=[CH:9][CH:10]=[C:2]([Br:1])[CH:3]=3)[NH:7][CH:6]=2)[CH2:36][CH2:35]1)[C:28]1[CH:33]=[CH:32][CH:31]=[CH:30][CH:29]=1, predict the reactants needed to synthesize it. The reactants are: [Br:1][C:2]1[CH:3]=[C:4]2[C:8](=[CH:9][CH:10]=1)[NH:7][CH:6]=[C:5]2[CH2:11][C:12]([OH:14])=O.C(N1C=CN=C1)(N1C=CN=C1)=O.[CH2:27]([N:34]1[CH2:39][CH2:38][CH:37]([CH2:40][CH2:41][NH2:42])[CH2:36][CH2:35]1)[C:28]1[CH:33]=[CH:32][CH:31]=[CH:30][CH:29]=1. (2) Given the product [CH2:23]([O:25][C:26](=[O:41])[CH:27]([CH2:37][CH:38]([CH3:39])[CH3:40])[C:28](=[O:36])[CH2:29][C:30]([O:32][CH2:33][CH3:34])=[O:31])[CH3:24], predict the reactants needed to synthesize it. The reactants are: P([O-])([O-])([O-])=O.[K+].[K+].[K+].[Na+].[Cl-].O=C[C@@H]([C@H]([C@@H]([C@@H](CO)O)O)O)O.[CH2:23]([O:25][C:26](=[O:41])[CH:27]([CH2:37][CH:38]([CH3:40])[CH3:39])[C:28](=[O:36])[C:29](=O)[C:30]([O:32][CH2:33][CH3:34])=[O:31])[CH3:24]. (3) Given the product [Cl:13][C:14]1[CH:19]=[CH:18][CH:17]=[CH:16][C:15]=1[C:20]1[CH:24]=[C:23]([NH:25][C:7](=[O:8])[C:6]2[CH:10]=[CH:11][CH:12]=[C:4]([O:3][CH2:1][CH3:2])[CH:5]=2)[O:22][N:21]=1, predict the reactants needed to synthesize it. The reactants are: [CH2:1]([O:3][C:4]1[CH:5]=[C:6]([CH:10]=[CH:11][CH:12]=1)[C:7](Cl)=[O:8])[CH3:2].[Cl:13][C:14]1[CH:19]=[CH:18][CH:17]=[CH:16][C:15]=1[C:20]1[CH:24]=[C:23]([NH2:25])[O:22][N:21]=1.CC(N(C)C)=O. (4) Given the product [C:6]([O:19][CH2:20][CH2:21][N:22]1[C:31]2[C:32]3[CH:33]=[CH:34][CH:35]=[CH:36][C:37]=3[C:38](=[O:39])[C:30]=2[C:29]2[C:24](=[CH:25][CH:26]=[CH:27][CH:28]=2)[C:23]1=[O:40])(=[O:9])[CH3:7], predict the reactants needed to synthesize it. The reactants are: CCN([CH2:6][CH3:7])CC.S(Cl)(C1C=CC(C)=CC=1)(=O)=[O:9].[OH:19][CH2:20][CH2:21][N:22]1[C:31]2[C:32]3[CH:33]=[CH:34][CH:35]=[CH:36][C:37]=3[C:38](=[O:39])[C:30]=2[C:29]2[C:24](=[CH:25][CH:26]=[CH:27][CH:28]=2)[C:23]1=[O:40]. (5) Given the product [CH3:1][C@@H:2]1[C:31]([CH3:32])([CH3:33])[O:30][C@@:4]2([O:8][C@H:7]3[CH2:9][C@H:10]4[C@@H:15]5[CH2:16][CH2:17][C@H:18]6[CH2:23][C@H:22]([OH:24])[CH2:21][CH2:20][C@:19]6([CH3:25])[C@H:14]5[C:13](=[O:26])[CH2:12][C@:11]4([CH3:27])[C@H:6]3[C@:5]2([OH:29])[CH3:28])[CH2:3]1.[CH3:34][C@@H:35]1[C:64]([CH3:65])([CH3:66])[O:63][C@@:37]2([O:41][C@H:40]3[CH2:42][C@H:43]4[C@@H:48]5[CH2:49][CH2:50][C@H:51]6[CH2:56][C:55](=[O:57])[CH2:54][CH2:53][C@:52]6([CH3:58])[C@H:47]5[C:46](=[O:59])[CH2:45][C@:44]4([CH3:60])[C@H:39]3[C@:38]2([OH:62])[CH3:61])[CH2:36]1, predict the reactants needed to synthesize it. The reactants are: [CH3:1][C@@H:2]1[C:31]([CH3:33])([CH3:32])[O:30][C@@:4]2([O:8][C@H:7]3[CH2:9][C@H:10]4[C@@H:15]5[CH2:16][CH2:17][C@H:18]6[CH2:23][C@H:22]([OH:24])[CH2:21][CH2:20][C@:19]6([CH3:25])[C@H:14]5[C@@H:13]([OH:26])[CH2:12][C@:11]4([CH3:27])[C@H:6]3[C@:5]2([OH:29])[CH3:28])[CH2:3]1.[CH3:34][C@@H:35]1[C:64]([CH3:66])([CH3:65])[O:63][C@:37]2([O:41][C@H:40]3[CH2:42][C@H:43]4[C@@H:48]5[CH2:49][CH2:50][C@H:51]6[CH2:56][C@H:55]([OH:57])[CH2:54][CH2:53][C@:52]6([CH3:58])[C@H:47]5[C@@H:46]([OH:59])[CH2:45][C@:44]4([CH3:60])[C@H:39]3[C@:38]2([OH:62])[CH3:61])[CH2:36]1. (6) Given the product [F:16][C:17]([F:30])([F:29])[S:18]([O:6][CH2:7][CH2:8][O:9][C:10]([F:11])([F:12])[F:13])(=[O:20])=[O:19], predict the reactants needed to synthesize it. The reactants are: FC(F)(F)OCC[O:6][CH2:7][CH2:8][O:9][C:10]([F:13])([F:12])[F:11].[F:16][C:17]([F:30])([F:29])[S:18](O[S:18]([C:17]([F:30])([F:29])[F:16])(=[O:20])=[O:19])(=[O:20])=[O:19].OS(C(F)(F)F)(=O)=O. (7) The reactants are: [CH3:1][C:2]1[C:6]([C:7]2[CH:12]=[CH:11][C:10]([N+:13]([O-:15])=[O:14])=[CH:9][CH:8]=2)=[CH:5][NH:4][C:3]=1[C:16]([O:18][CH2:19][CH3:20])=[O:17].[H-].[Na+].S([O-])([O-])(=O)=S.[Na+].[Na+].C[N:31](C)C=O. Given the product [NH2:31][N:4]1[CH:5]=[C:6]([C:7]2[CH:8]=[CH:9][C:10]([N+:13]([O-:15])=[O:14])=[CH:11][CH:12]=2)[C:2]([CH3:1])=[C:3]1[C:16]([O:18][CH2:19][CH3:20])=[O:17], predict the reactants needed to synthesize it. (8) Given the product [Br:1][C:2]1[CH:3]=[CH:4][C:5]([N:8]2[CH:12]=[C:11]([CH:13]=[N:16][OH:17])[N:10]=[CH:9]2)=[N:6][CH:7]=1, predict the reactants needed to synthesize it. The reactants are: [Br:1][C:2]1[CH:3]=[CH:4][C:5]([N:8]2[CH:12]=[C:11]([CH:13]=O)[N:10]=[CH:9]2)=[N:6][CH:7]=1.Cl.[NH2:16][OH:17].